Task: Predict the reactants needed to synthesize the given product.. Dataset: Full USPTO retrosynthesis dataset with 1.9M reactions from patents (1976-2016) The reactants are: Cl[C:2]1[C:3]([N:22]2[CH2:26][CH2:25][C@@H:24]([OH:27])[CH2:23]2)=[N:4][CH:5]=[C:6]([CH:21]=1)[C:7]([NH:9][C:10]1[CH:15]=[CH:14][C:13]([O:16][C:17]([F:20])([F:19])[F:18])=[CH:12][CH:11]=1)=[O:8].[F:28][C:29]1[C:34](B(O)O)=[CH:33][CH:32]=[CH:31][N:30]=1.C([O-])([O-])=O.[Na+].[Na+]. Given the product [F:28][C:29]1[C:34]([C:2]2[C:3]([N:22]3[CH2:26][CH2:25][C@@H:24]([OH:27])[CH2:23]3)=[N:4][CH:5]=[C:6]([C:7]([NH:9][C:10]3[CH:11]=[CH:12][C:13]([O:16][C:17]([F:19])([F:20])[F:18])=[CH:14][CH:15]=3)=[O:8])[CH:21]=2)=[CH:33][CH:32]=[CH:31][N:30]=1, predict the reactants needed to synthesize it.